The task is: Predict the reactants needed to synthesize the given product.. This data is from Full USPTO retrosynthesis dataset with 1.9M reactions from patents (1976-2016). (1) Given the product [CH:28]([NH:27][C:25]([CH:22]1[CH2:23][CH2:24][CH2:19][CH2:20][CH2:21]1)=[O:26])([CH3:30])[CH3:29], predict the reactants needed to synthesize it. The reactants are: OC(C1CCN(CC2C=CC([N+]([O-])=O)=C(N[C@@H:19]3[CH2:24][CH2:23][C@H:22]([C:25]([NH:27][CH:28]([CH3:30])[CH3:29])=[O:26])[CH2:21][CH2:20]3)C=2)CC1)(C)C.C([O-])=O.[NH4+]. (2) Given the product [CH3:22][O:23][C:24]([C:26]1[N:27]=[C:28]2[C:33]([C:34]([F:37])([F:36])[F:35])=[CH:32][C:31]([Br:38])=[CH:30][N:29]2[C:39]=1[Br:40])=[O:25], predict the reactants needed to synthesize it. The reactants are: COC(C1N=C2C(C(F)(F)F)=CC([N+]([O-])=O)=CN2C=1Cl)=O.[CH3:22][O:23][C:24]([C:26]1[N:27]=[C:28]2[C:33]([C:34]([F:37])([F:36])[F:35])=[CH:32][C:31]([Br:38])=[CH:30][N:29]2[CH:39]=1)=[O:25].[Br:40]N1C(=O)CCC1=O. (3) The reactants are: [CH2:1]([NH:3][C:4]([NH:6][C:7]1[N:12]=[CH:11][C:10]([C:13]2[CH:18]=[CH:17][N:16]=[C:15]([C:19]([NH:21][NH2:22])=[O:20])[CH:14]=2)=[C:9]([C:23]2[S:24][CH:25]=[C:26]([C:28]3[CH:33]=[CH:32][CH:31]=[C:30]([O:34][CH3:35])[N:29]=3)[N:27]=2)[CH:8]=1)=[O:5])[CH3:2].N1([C:41](N2C=CN=C2)=[O:42])C=CN=C1.C(#N)C. Given the product [CH2:1]([NH:3][C:4]([NH:6][C:7]1[N:12]=[CH:11][C:10]([C:13]2[CH:18]=[CH:17][N:16]=[C:15]([C:19]3[O:20][C:41](=[O:42])[NH:22][N:21]=3)[CH:14]=2)=[C:9]([C:23]2[S:24][CH:25]=[C:26]([C:28]3[CH:33]=[CH:32][CH:31]=[C:30]([O:34][CH3:35])[N:29]=3)[N:27]=2)[CH:8]=1)=[O:5])[CH3:2], predict the reactants needed to synthesize it. (4) Given the product [OH:22][C:23]1[CH:24]=[C:25]([CH2:26][NH:27][C:9]([C:8]2[CH:19]=[CH:20][C:5]([C:3]([O:2][CH3:1])=[O:4])=[C:6]([CH3:21])[CH:7]=2)=[O:11])[CH:28]=[CH:29][CH:30]=1, predict the reactants needed to synthesize it. The reactants are: [CH3:1][O:2][C:3]([C:5]1[CH:20]=[CH:19][C:8]([C:9]([O:11]N2C(=O)CCC2=O)=O)=[CH:7][C:6]=1[CH3:21])=[O:4].[OH:22][C:23]1[CH:24]=[C:25]([CH:28]=[CH:29][CH:30]=1)[CH2:26][NH2:27].C(N(CC)CC)C. (5) Given the product [CH3:12][C:9]1[CH:8]=[CH:7][C:6]2[C:11](=[C:2]([NH:24][C:25]3[N:26]=[C:27]([CH3:30])[S:28][CH:29]=3)[N:3]=[CH:4][C:5]=2[C:17]2[CH:18]=[N:19][C:20]([CH3:23])=[N:21][CH:22]=2)[N:10]=1, predict the reactants needed to synthesize it. The reactants are: Cl[C:2]1[C:11]2[N:10]=[C:9]([CH3:12])[CH:8]=[CH:7][C:6]=2[C:5](B(O)O)=[CH:4][N:3]=1.Br[C:17]1[CH:18]=[N:19][C:20]([CH3:23])=[N:21][CH:22]=1.[NH2:24][C:25]1[N:26]=[C:27]([CH3:30])[S:28][CH:29]=1. (6) The reactants are: [CH2:1]([NH2:8])[C:2]1[CH:7]=[CH:6][CH:5]=[CH:4][CH:3]=1.[C:9](Cl)(=[O:16])[C:10]1[CH:15]=[CH:14][CH:13]=[CH:12][CH:11]=1. Given the product [CH2:1]([NH:8][C:9](=[O:16])[C:10]1[CH:15]=[CH:14][CH:13]=[CH:12][CH:11]=1)[C:2]1[CH:7]=[CH:6][CH:5]=[CH:4][CH:3]=1, predict the reactants needed to synthesize it. (7) Given the product [CH2:1]([O:8][C:9](=[O:21])[N:10]([CH:12]1[CH2:17][CH2:16][CH:15]([CH:18]=[O:19])[CH2:14][CH2:13]1)[CH3:11])[C:2]1[CH:3]=[CH:4][CH:5]=[CH:6][CH:7]=1, predict the reactants needed to synthesize it. The reactants are: [CH2:1]([O:8][C:9](=[O:21])[N:10]([CH:12]1[CH2:17][CH2:16][C:15](=[CH:18][O:19]C)[CH2:14][CH2:13]1)[CH3:11])[C:2]1[CH:7]=[CH:6][CH:5]=[CH:4][CH:3]=1.Cl.